From a dataset of Forward reaction prediction with 1.9M reactions from USPTO patents (1976-2016). Predict the product of the given reaction. (1) The product is: [NH2:23][CH2:22][CH2:21][CH:20]([C:17]1[O:18][CH:19]=[C:15](/[CH:14]=[CH:13]/[CH:7]2[CH2:12][CH2:11][CH2:10][CH2:9][CH2:8]2)[CH:16]=1)[OH:24]. Given the reactants [H-].[H-].[H-].[H-].[Li+].[Al+3].[CH:7]1(/[CH:13]=[CH:14]/[C:15]2[CH:16]=[C:17]([CH:20]([OH:24])[CH2:21][C:22]#[N:23])[O:18][CH:19]=2)[CH2:12][CH2:11][CH2:10][CH2:9][CH2:8]1.N.CO.C(Cl)Cl, predict the reaction product. (2) Given the reactants [CH3:1][O:2][C:3]1[CH:12]=[C:11]2[C:6]([C:7](S(C3C=CC=CC=3)=O)=[CH:8][CH:9]=[N:10]2)=[CH:5][CH:4]=1.C1([Mg]Br)C=CC=CC=1.[Br:29][C:30]1[CH:37]=[CH:36][C:33]([CH:34]=[O:35])=[CH:32][CH:31]=1.[NH4+].[Cl-], predict the reaction product. The product is: [Br:29][C:30]1[CH:37]=[CH:36][C:33]([CH:34]([C:7]2[C:6]3[C:11](=[CH:12][C:3]([O:2][CH3:1])=[CH:4][CH:5]=3)[N:10]=[CH:9][CH:8]=2)[OH:35])=[CH:32][CH:31]=1. (3) Given the reactants [C:1]1([CH:7]=[C:8]([C:12]2[CH:17]=[CH:16][N:15]=[CH:14][CH:13]=2)[C:9](=[O:11])[CH3:10])[CH:6]=[CH:5][CH:4]=[CH:3][CH:2]=1.[OH:18]O.[OH-].[Na+], predict the reaction product. The product is: [C:1]1([CH:7]2[O:18][C:8]2([C:12]2[CH:17]=[CH:16][N:15]=[CH:14][CH:13]=2)[C:9](=[O:11])[CH3:10])[CH:6]=[CH:5][CH:4]=[CH:3][CH:2]=1. (4) Given the reactants ClC1C=C[CH:5]=[C:4]([C:8]([O:10]O)=O)[CH:3]=1.CC(=C)C[N:15]([C:19]1[CH:24]=[CH:23][C:22]([Cl:25])=[CH:21][CH:20]=1)[C:16](=[O:18])[O-:17].S([O-])([O-])(=O)=S.[Na+].[Na+], predict the reaction product. The product is: [CH3:3][C:4]1([CH2:5][O:17][C:16](=[O:18])[NH:15][C:19]2[CH:20]=[CH:21][C:22]([Cl:25])=[CH:23][CH:24]=2)[CH2:8][O:10]1. (5) Given the reactants [NH2:1][C:2]1[N:7]=[C:6](S(C)(=O)=O)[C:5]([C:12]2[CH:13]=[CH:14][C:15](=[O:21])[N:16]([CH:18]([CH3:20])[CH3:19])[N:17]=2)=[C:4]([C:22]2[CH:27]=[CH:26][CH:25]=[CH:24][CH:23]=2)[N:3]=1.[O:28]1[CH2:33][CH2:32][CH:31]([OH:34])[CH2:30][CH2:29]1, predict the reaction product. The product is: [NH2:1][C:2]1[N:3]=[C:4]([C:22]2[CH:27]=[CH:26][CH:25]=[CH:24][CH:23]=2)[C:5]([C:12]2[CH:13]=[CH:14][C:15](=[O:21])[N:16]([CH:18]([CH3:20])[CH3:19])[N:17]=2)=[C:6]([O:34][CH:31]2[CH2:32][CH2:33][O:28][CH2:29][CH2:30]2)[N:7]=1. (6) Given the reactants C([O:3][CH:4](OCC)[CH2:5][CH2:6][C:7]1[CH:16]=[CH:15][C:14]2[C:9](=[CH:10][C:11]([CH3:17])=[CH:12][CH:13]=2)[N:8]=1)C, predict the reaction product. The product is: [CH3:17][C:11]1[CH:10]=[C:9]2[C:14]([CH:15]=[CH:16][C:7]([CH2:6][CH2:5][CH:4]=[O:3])=[N:8]2)=[CH:13][CH:12]=1. (7) The product is: [ClH:23].[ClH:35].[NH2:4][C:5]1[N:10]=[CH:9][N:8]=[C:7]2[N:11]([CH:15]([C:17]3[C:18]([O:33][CH3:34])=[C:19]([C:25]4[CH:26]=[N:27][CH:28]=[C:29]([CH:32]=4)[C:30]([OH:3])=[O:1])[C:20]([CH3:24])=[C:21]([Cl:23])[CH:22]=3)[CH3:16])[N:12]=[C:13]([CH3:14])[C:6]=12. Given the reactants [OH-:1].[Na+].[OH2:3].[NH2:4][C:5]1[N:10]=[CH:9][N:8]=[C:7]2[N:11]([CH:15]([C:17]3[C:18]([O:33][CH3:34])=[C:19]([C:25]4[CH:26]=[N:27][CH:28]=[C:29]([CH:32]=4)[C:30]#N)[C:20]([CH3:24])=[C:21]([Cl:23])[CH:22]=3)[CH3:16])[N:12]=[C:13]([CH3:14])[C:6]=12.[ClH:35], predict the reaction product. (8) Given the reactants [CH:1]([O:4][C:5]([N:7]1[CH2:12][CH2:11][CH:10]([CH:13]2[O:22][C:16]3=[CH:17][N:18]=[C:19](Cl)[CH:20]=[C:15]3[CH2:14]2)[CH2:9][CH2:8]1)=[O:6])([CH3:3])[CH3:2].[CH3:23][S:24]([N:27]1[CH2:32][CH:31]=[C:30](B2OC(C)(C)C(C)(C)O2)[CH2:29][CH2:28]1)(=[O:26])=[O:25], predict the reaction product. The product is: [CH:1]([O:4][C:5]([N:7]1[CH2:12][CH2:11][CH:10]([CH:13]2[O:22][C:16]3=[CH:17][N:18]=[C:19]([C:30]4[CH2:31][CH2:32][N:27]([S:24]([CH3:23])(=[O:26])=[O:25])[CH2:28][CH:29]=4)[CH:20]=[C:15]3[CH2:14]2)[CH2:9][CH2:8]1)=[O:6])([CH3:3])[CH3:2]. (9) Given the reactants C[O:2][C:3]([CH2:5][N:6]1[C:15]2[C:10](=[CH:11][CH:12]=[CH:13][CH:14]=2)[CH2:9][CH:8]([CH2:16][N:17]2[CH2:22][CH2:21][C:20]3([C:30]4[C:25](=[CH:26][CH:27]=[CH:28][CH:29]=4)[CH2:24][CH2:23]3)[CH2:19][CH2:18]2)[C:7]1=[O:31])=[O:4].[OH-].[Na+].C(OCC)(=O)C, predict the reaction product. The product is: [C:3]([CH2:5][N:6]1[C:15]2[C:10](=[CH:11][CH:12]=[CH:13][CH:14]=2)[CH2:9][CH:8]([CH2:16][N:17]2[CH2:22][CH2:21][C:20]3([C:30]4[C:25](=[CH:26][CH:27]=[CH:28][CH:29]=4)[CH2:24][CH2:23]3)[CH2:19][CH2:18]2)[C:7]1=[O:31])([OH:4])=[O:2]. (10) The product is: [CH3:1][C:2]1[CH:3]=[C:4]([CH:8]=[C:9]([NH:11][C:12](=[O:17])[C:13]([CH3:16])([CH3:15])[CH3:14])[N:10]=1)[C:5]([NH:30][CH2:29][C:26]1[CH:27]=[N:28][C:23]([O:22][CH2:21][C:20]([F:32])([F:19])[F:31])=[CH:24][CH:25]=1)=[O:7]. Given the reactants [CH3:1][C:2]1[CH:3]=[C:4]([CH:8]=[C:9]([NH:11][C:12](=[O:17])[C:13]([CH3:16])([CH3:15])[CH3:14])[N:10]=1)[C:5]([OH:7])=O.Cl.[F:19][C:20]([F:32])([F:31])[CH2:21][O:22][C:23]1[N:28]=[CH:27][C:26]([CH2:29][NH2:30])=[CH:25][CH:24]=1, predict the reaction product.